Dataset: Full USPTO retrosynthesis dataset with 1.9M reactions from patents (1976-2016). Task: Predict the reactants needed to synthesize the given product. (1) Given the product [CH2:23]([C:22]1[N:12]([CH2:13][C:14]([CH3:20])([CH3:21])[C:15]([O:17][CH2:18][CH3:19])=[O:16])[C:11]2[C:10]3[CH:9]=[CH:8][CH:7]=[CH:6][C:5]=3[N:4]=[CH:3][C:2]=2[N:1]=1)[CH2:24][CH2:25][CH3:26], predict the reactants needed to synthesize it. The reactants are: [NH2:1][C:2]1[CH:3]=[N:4][C:5]2[C:10]([C:11]=1[NH:12][CH2:13][C:14]([CH3:21])([CH3:20])[C:15]([O:17][CH2:18][CH3:19])=[O:16])=[CH:9][CH:8]=[CH:7][CH:6]=2.[C:22](OC)(OC)(OC)[CH2:23][CH2:24][CH2:25][CH3:26].C(OC)(OC)(OC)CCC.C1(C)C=CC(S([O-])(=O)=O)=CC=1.[NH+]1C=CC=CC=1. (2) The reactants are: [CH3:1][N:2]1[C:6]2=[N:7][C:8]3[C:13]([C:14]([NH:15][C:16]4[CH:21]=[CH:20][C:19]([C:22](=[O:25])[CH2:23][CH3:24])=[CH:18][CH:17]=4)=[C:5]2[C:4]([CH3:26])=[N:3]1)=[CH:12][CH:11]=[CH:10][CH:9]=3.[B-].[Na+]. Given the product [OH:25][CH:22]([C:19]1[CH:18]=[CH:17][C:16]([NH:15][C:14]2[C:13]3[C:8](=[CH:9][CH:10]=[CH:11][CH:12]=3)[N:7]=[C:6]3[N:2]([CH3:1])[N:3]=[C:4]([CH3:26])[C:5]=23)=[CH:21][CH:20]=1)[CH2:23][CH3:24], predict the reactants needed to synthesize it. (3) Given the product [N:10]1([C:15]2[N:20]=[CH:19][C:18]([CH:21]=[CH:22][CH2:23][OH:24])=[CH:17][CH:16]=2)[CH:14]=[CH:13][CH:12]=[N:11]1, predict the reactants needed to synthesize it. The reactants are: CC(C[AlH]CC(C)C)C.[N:10]1([C:15]2[N:20]=[CH:19][C:18]([CH:21]=[CH:22][CH:23]=[O:24])=[CH:17][CH:16]=2)[CH:14]=[CH:13][CH:12]=[N:11]1.CO.C(C(C(C([O-])=O)O)O)([O-])=O.[Na+].[K+]. (4) Given the product [NH:3]1[CH2:8][CH2:7][CH:6]([CH2:9][CH2:10][CH2:11][O:12][C:13]2[CH:14]=[C:15]([CH2:19][C:20]([NH:22][C:23]3[S:24][CH:25]=[C:26]([C:28]4[CH:29]=[CH:30][N:31]=[CH:32][CH:33]=4)[N:27]=3)=[O:21])[CH:16]=[CH:17][CH:18]=2)[CH2:5][CH2:4]1, predict the reactants needed to synthesize it. The reactants are: C([N:3]1[CH2:8][CH2:7][CH:6]([CH2:9][CH2:10][CH2:11][O:12][C:13]2[CH:14]=[C:15]([CH:19](C3C=CC=C(OCCCC4CCNCC4)C=3)[C:20]([N:22](C3SC=C(C4C=CN=CC=4)N=3)[C:23]3[S:24][CH:25]=[C:26]([C:28]4[CH:33]=[CH:32][N:31]=[CH:30][CH:29]=4)[N:27]=3)=[O:21])[CH:16]=[CH:17][CH:18]=2)[CH2:5][CH2:4]1)C.C(=O)C.C(O)(=O)C.[BH4-].[Na+].